Dataset: Full USPTO retrosynthesis dataset with 1.9M reactions from patents (1976-2016). Task: Predict the reactants needed to synthesize the given product. (1) The reactants are: [Cl:1][C:2]1[C:3]([N:9]2[CH2:14][CH2:13][N:12]([CH2:15][CH2:16][CH2:17][N:18]3[C:26]4[CH2:25][CH2:24][N:23]([S:27]([CH3:30])(=[O:29])=[O:28])[CH2:22][C:21]=4[C:20]([C:31]4[CH:36]=[CH:35][C:34]([C:37]([F:40])([F:39])[F:38])=[CH:33][CH:32]=4)=[N:19]3)[CH2:11][CH2:10]2)=[C:4]([NH2:8])[CH:5]=[CH:6][CH:7]=1.C[Si]([N:45]=[C:46]=[O:47])(C)C.CO.[CH2:50](Cl)Cl. Given the product [Cl:1][C:2]1[C:3]([N:9]2[CH2:14][CH2:13][N:12]([CH2:15][CH2:16][CH2:17][N:18]3[C:26]4[CH2:25][CH2:24][N:23]([S:27]([CH3:30])(=[O:28])=[O:29])[CH2:22][C:21]=4[C:20]([C:31]4[CH:32]=[CH:33][C:34]([C:37]([F:38])([F:39])[F:40])=[CH:35][CH:36]=4)=[N:19]3)[CH2:11][CH2:10]2)=[C:4]([NH:8][C:46]([NH:45][CH3:50])=[O:47])[CH:5]=[CH:6][CH:7]=1, predict the reactants needed to synthesize it. (2) Given the product [CH3:1][O:2][C:3]1[CH:8]=[C:7]([CH3:9])[NH:6][C:5](=[O:10])[C:4]=1[CH2:11][NH:12][C:13]([C:15]1[C:23]2[C:18](=[CH:19][CH:20]=[CH:21][CH:22]=2)[N:17]([CH:24]([CH:26]2[CH2:31][CH2:30][CH2:29][N:28]([S:41]([CH3:40])(=[O:43])=[O:42])[CH2:27]2)[CH3:25])[C:16]=1[CH3:32])=[O:14], predict the reactants needed to synthesize it. The reactants are: [CH3:1][O:2][C:3]1[CH:8]=[C:7]([CH3:9])[NH:6][C:5](=[O:10])[C:4]=1[CH2:11][NH:12][C:13]([C:15]1[C:23]2[C:18](=[CH:19][CH:20]=[CH:21][CH:22]=2)[N:17]([CH:24]([CH:26]2[CH2:31][CH2:30][CH2:29][NH:28][CH2:27]2)[CH3:25])[C:16]=1[CH3:32])=[O:14].C(N(CC)CC)C.[CH3:40][S:41](Cl)(=[O:43])=[O:42]. (3) Given the product [Br:1][C:2]1[CH:14]=[CH:13][C:12]2[C:11]3[C:6](=[CH:7][C:8]([Br:15])=[CH:9][CH:10]=3)[C:5]([CH2:8][CH2:7][CH2:6][CH2:5][CH2:23][CH2:24][Br:25])([CH2:10][CH2:11][CH2:12][CH2:4][CH2:3][CH2:2][Br:1])[C:4]=2[CH:3]=1, predict the reactants needed to synthesize it. The reactants are: [Br:1][C:2]1[CH:14]=[CH:13][C:12]2[C:11]3[C:6](=[CH:7][C:8]([Br:15])=[CH:9][CH:10]=3)[CH2:5][C:4]=2[CH:3]=1.BrCCOCCO[CH2:23][CH2:24][Br:25]. (4) Given the product [CH2:1]([NH:8][C:15](=[O:16])[C:14]1[CH:18]=[CH:19][C:11]([O:10][CH3:9])=[CH:12][CH:13]=1)[C:2]1[CH:7]=[CH:6][CH:5]=[CH:4][CH:3]=1, predict the reactants needed to synthesize it. The reactants are: [CH2:1]([NH2:8])[C:2]1[CH:7]=[CH:6][CH:5]=[CH:4][CH:3]=1.[CH3:9][O:10][C:11]1[CH:19]=[CH:18][C:14]([C:15](Cl)=[O:16])=[CH:13][CH:12]=1. (5) Given the product [Cl:1][C:2]1[CH:19]=[CH:18][C:5]([CH2:6][N:7]2[C:12]([CH3:14])([CH3:13])[CH2:11][C:10](=[N:21][OH:22])[CH2:9][C:8]2([CH3:17])[CH3:16])=[CH:4][CH:3]=1, predict the reactants needed to synthesize it. The reactants are: [Cl:1][C:2]1[CH:19]=[CH:18][C:5]([CH2:6][N:7]2[C:12]([CH3:14])([CH3:13])[CH2:11][C:10](=O)[CH2:9][C:8]2([CH3:17])[CH3:16])=[CH:4][CH:3]=1.Cl.[NH2:21][OH:22]. (6) Given the product [CH3:1][C:2]1[CH:8]=[CH:7][C:6]([Cl:9])=[CH:5][C:3]=1[NH:4][C:11]([NH2:10])=[S:12], predict the reactants needed to synthesize it. The reactants are: [CH3:1][C:2]1[CH:8]=[CH:7][C:6]([Cl:9])=[CH:5][C:3]=1[NH2:4].[N-:10]=[C:11]=[S:12].[NH4+].